From a dataset of Peptide-MHC class II binding affinity with 134,281 pairs from IEDB. Regression. Given a peptide amino acid sequence and an MHC pseudo amino acid sequence, predict their binding affinity value. This is MHC class II binding data. (1) The peptide sequence is NKSAFQSSVASGFIG. The MHC is DRB5_0101 with pseudo-sequence DRB5_0101. The binding affinity (normalized) is 0.880. (2) The peptide sequence is SQDLELSWNINGLQAY. The MHC is DRB1_0802 with pseudo-sequence DRB1_0802. The binding affinity (normalized) is 0.403. (3) The peptide sequence is MERRFTSHLPVAQRG. The MHC is DRB3_0202 with pseudo-sequence DRB3_0202. The binding affinity (normalized) is 0.595.